This data is from Reaction yield outcomes from USPTO patents with 853,638 reactions. The task is: Predict the reaction yield, written as a fraction of the theoretical maximum amount of product (1.0 means a 100% yield; for example, 0.34 means a 34% yield). (1) The reactants are FC(F)(F)C1C=C(NC(=O)NC2C=CC(C3SC(CCC(OC)=O)=NC=3)=CC=2)C=CC=1.[NH2:32][C:33]1[CH:38]=[CH:37][C:36]([C:39]2[S:43][C:42]([CH:44]3[CH2:49][CH2:48][N:47]([C:50]([CH3:57])([CH3:56])[C:51]([O:53][CH2:54][CH3:55])=[O:52])[CH2:46][CH2:45]3)=[N:41][CH:40]=2)=[CH:35][CH:34]=1.[F:58][C:59]1[CH:64]=[CH:63][CH:62]=[CH:61][C:60]=1[N:65]=[C:66]=[O:67]. No catalyst specified. The product is [F:58][C:59]1[CH:64]=[CH:63][CH:62]=[CH:61][C:60]=1[NH:65][C:66](=[O:67])[NH:32][C:33]1[CH:38]=[CH:37][C:36]([C:39]2[S:43][C:42]([CH:44]3[CH2:49][CH2:48][N:47]([C:50]([CH3:56])([CH3:57])[C:51]([O:53][CH2:54][CH3:55])=[O:52])[CH2:46][CH2:45]3)=[N:41][CH:40]=2)=[CH:35][CH:34]=1. The yield is 0.880. (2) The reactants are [Cl-].O[NH3+:3].[C:4](=[O:7])([O-])[OH:5].[Na+].CS(C)=O.[N:13]1([CH:19]([C:21]2[N:22]=[C:23]([CH2:43][CH2:44][CH3:45])[N:24]([CH2:28][C:29]3[CH:34]=[CH:33][C:32]([C:35]4[C:36]([C:41]#[N:42])=[CH:37][CH:38]=[CH:39][CH:40]=4)=[CH:31][CH:30]=3)[C:25](=[O:27])[CH:26]=2)[CH3:20])[CH2:18][CH2:17][O:16][CH2:15][CH2:14]1. The catalyst is C(OCC)(=O)C. The product is [N:13]1([CH:19]([C:21]2[N:22]=[C:23]([CH2:43][CH2:44][CH3:45])[N:24]([CH2:28][C:29]3[CH:34]=[CH:33][C:32]([C:35]4[CH:40]=[CH:39][CH:38]=[CH:37][C:36]=4[C:41]4[NH:3][C:4](=[O:7])[O:5][N:42]=4)=[CH:31][CH:30]=3)[C:25](=[O:27])[CH:26]=2)[CH3:20])[CH2:18][CH2:17][O:16][CH2:15][CH2:14]1. The yield is 0.260. (3) The reactants are [Cl:1][C:2]1[N:9]=[CH:8][CH:7]=[C:6](I)[C:3]=1[CH:4]=O.[NH2:11][NH2:12]. The catalyst is C(O)C. The product is [Cl:1][C:2]1[C:3]2[CH:4]=[N:11][NH:12][C:6]=2[CH:7]=[CH:8][N:9]=1. The yield is 0.190.